Dataset: Catalyst prediction with 721,799 reactions and 888 catalyst types from USPTO. Task: Predict which catalyst facilitates the given reaction. (1) Reactant: Cl.[F:2][C:3]([F:15])([F:14])[CH:4]([C:6]1[CH:11]=[CH:10][C:9]([NH:12][NH2:13])=[CH:8][CH:7]=1)[OH:5].[CH3:16][CH:17]([CH3:23])[C:18](=O)[CH2:19][C:20]#[N:21].Cl. Product: [NH2:21][C:20]1[N:12]([C:9]2[CH:8]=[CH:7][C:6]([CH:4]([OH:5])[C:3]([F:14])([F:15])[F:2])=[CH:11][CH:10]=2)[N:13]=[C:18]([CH:17]([CH3:23])[CH3:16])[CH:19]=1. The catalyst class is: 8. (2) Reactant: [N:1]1[CH:6]=[CH:5][CH:4]=[C:3]([CH:7]([NH:9][C:10]([C:12]2[C:20]3[C:15](=[N:16][CH:17]=[C:18]([C:21]4[C:29]5[C:24](=[CH:25][C:26]([Cl:30])=[CH:27][CH:28]=5)[NH:23][N:22]=4)[N:19]=3)[N:14]([CH2:31][O:32][CH2:33][CH2:34][Si:35]([CH3:38])([CH3:37])[CH3:36])[CH:13]=2)=[O:11])[CH3:8])[CH:2]=1.[H-].[Na+].Br[CH2:42][CH2:43][N:44]1[CH2:49][CH2:48][O:47][CH2:46][CH2:45]1. Product: [N:1]1[CH:6]=[CH:5][CH:4]=[C:3]([CH:7]([NH:9][C:10]([C:12]2[C:20]3[C:15](=[N:16][CH:17]=[C:18]([C:21]4[C:29]5[C:24](=[CH:25][C:26]([Cl:30])=[CH:27][CH:28]=5)[N:23]([CH2:42][CH2:43][N:44]5[CH2:49][CH2:48][O:47][CH2:46][CH2:45]5)[N:22]=4)[N:19]=3)[N:14]([CH2:31][O:32][CH2:33][CH2:34][Si:35]([CH3:37])([CH3:36])[CH3:38])[CH:13]=2)=[O:11])[CH3:8])[CH:2]=1. The catalyst class is: 3. (3) Reactant: Cl.[NH2:2][C:3]([CH3:29])([CH3:28])[C@H:4]([NH:9][C:10](=[O:27])[C:11]1[CH:16]=[CH:15][C:14]([C:17]#[C:18][C:19]#[C:20][C:21]([OH:26])([CH2:24][OH:25])[CH2:22][Cl:23])=[CH:13][CH:12]=1)[C:5](OC)=[O:6].[NH2:30][OH:31].O. Product: [NH2:2][C:3]([CH3:29])([CH3:28])[C@H:4]([NH:9][C:10](=[O:27])[C:11]1[CH:16]=[CH:15][C:14]([C:17]#[C:18][C:19]#[C:20][C:21]([OH:26])([CH2:24][OH:25])[CH2:22][Cl:23])=[CH:13][CH:12]=1)[C:5]([NH:30][OH:31])=[O:6]. The catalyst class is: 32. (4) Reactant: [CH3:1][O:2][C:3](=[O:23])[C:4]([C:16]1[CH:21]=[CH:20][C:19]([OH:22])=[CH:18][CH:17]=1)=[CH:5][C:6]1[CH:11]=[C:10]([O:12][CH3:13])[CH:9]=[C:8]([O:14][CH3:15])[CH:7]=1.[Br:24][CH2:25][CH2:26][CH2:27]Br.C(=O)([O-])[O-].[K+].[K+]. Product: [CH3:1][O:2][C:3](=[O:23])[C:4]([C:16]1[CH:17]=[CH:18][C:19]([O:22][CH2:27][CH2:26][CH2:25][Br:24])=[CH:20][CH:21]=1)=[CH:5][C:6]1[CH:7]=[C:8]([O:14][CH3:15])[CH:9]=[C:10]([O:12][CH3:13])[CH:11]=1. The catalyst class is: 18. (5) Reactant: [OH:1][CH2:2][CH:3]([NH:14]C(=O)OC(C)(C)C)[C:4]1[CH:9]=[CH:8][CH:7]=[C:6]([C:10]([F:13])([F:12])[F:11])[CH:5]=1.[F:22][C:23]([F:28])([F:27])[C:24]([OH:26])=[O:25]. Product: [F:22][C:23]([F:28])([F:27])[C:24]([OH:26])=[O:25].[NH2:14][CH:3]([C:4]1[CH:9]=[CH:8][CH:7]=[C:6]([C:10]([F:11])([F:12])[F:13])[CH:5]=1)[CH2:2][OH:1]. The catalyst class is: 4. (6) Reactant: [CH:1]1([NH2:8])[CH2:7][CH2:6][CH2:5][CH2:4][CH2:3][CH2:2]1.C(N(C(C)C)CC)(C)C.[Br:18][CH2:19][C:20](Br)=[O:21]. Product: [Br:18][CH2:19][C:20]([NH:8][CH:1]1[CH2:7][CH2:6][CH2:5][CH2:4][CH2:3][CH2:2]1)=[O:21]. The catalyst class is: 34. (7) Reactant: [C:1]([C:4]1[CH:9]=[CH:8][C:7]([NH:10][C:11]2[N:16]=[C:15]([N:17]3[CH2:22][CH2:21][CH:20]([CH2:23][NH:24]C(=O)OC(C)(C)C)[CH2:19][CH2:18]3)[C:14]([F:32])=[CH:13][N:12]=2)=[CH:6][CH:5]=1)(=[O:3])[NH2:2]. Product: [NH2:24][CH2:23][CH:20]1[CH2:21][CH2:22][N:17]([C:15]2[C:14]([F:32])=[CH:13][N:12]=[C:11]([NH:10][C:7]3[CH:6]=[CH:5][C:4]([C:1]([NH2:2])=[O:3])=[CH:9][CH:8]=3)[N:16]=2)[CH2:18][CH2:19]1. The catalyst class is: 67.